Dataset: Catalyst prediction with 721,799 reactions and 888 catalyst types from USPTO. Task: Predict which catalyst facilitates the given reaction. Reactant: Br[C:2]1[CH:10]=[C:9]([CH3:11])[C:5]([C:6]([NH2:8])=[O:7])=[C:4]([F:12])[CH:3]=1.[CH:13]1(B(O)O)[CH2:15][CH2:14]1.C1(P(C2CCCCC2)C2CCCCC2)CCCCC1.C(=O)([O-])[O-].[K+].[K+]. Product: [CH:13]1([C:2]2[CH:10]=[C:9]([CH3:11])[C:5]([C:6]([NH2:8])=[O:7])=[C:4]([F:12])[CH:3]=2)[CH2:15][CH2:14]1. The catalyst class is: 882.